Dataset: Forward reaction prediction with 1.9M reactions from USPTO patents (1976-2016). Task: Predict the product of the given reaction. (1) Given the reactants [CH3:1][O:2][C:3]1[CH:4]=[C:5]([CH:9]([C:12]2[CH:17]=[CH:16][CH:15]=[CH:14][CH:13]=2)[C:10]#[N:11])[CH:6]=[CH:7][CH:8]=1.[CH2:18]([N:25]1[CH2:29][CH2:28][C@H:27](OS(C2C=CC(C)=CC=2)(=O)=O)[CH2:26]1)[C:19]1[CH:24]=[CH:23][CH:22]=[CH:21][CH:20]=1.CC(C)([O-])C.[K+].O, predict the reaction product. The product is: [CH2:18]([N:25]1[CH2:29][CH2:28][C@@H:27]([C:9]([C:5]2[CH:6]=[CH:7][CH:8]=[C:3]([O:2][CH3:1])[CH:4]=2)([C:12]2[CH:17]=[CH:16][CH:15]=[CH:14][CH:13]=2)[C:10]#[N:11])[CH2:26]1)[C:19]1[CH:24]=[CH:23][CH:22]=[CH:21][CH:20]=1. (2) Given the reactants [C:1]([C:3]1[N:7]2[CH2:8][CH2:9][NH:10][CH2:11][C:6]2=[C:5]([C:12]([NH2:14])=[O:13])[C:4]=1[C:15]1[CH:20]=[CH:19][CH:18]=[C:17]([F:21])[CH:16]=1)#[N:2].[C:22]([N:26]=[C:27]=[O:28])([CH3:25])([CH3:24])[CH3:23], predict the reaction product. The product is: [C:1]([C:3]1[N:7]2[CH2:8][CH2:9][N:10]([C:27]([NH:26][C:22]([CH3:25])([CH3:24])[CH3:23])=[O:28])[CH2:11][C:6]2=[C:5]([C:12]([NH2:14])=[O:13])[C:4]=1[C:15]1[CH:20]=[CH:19][CH:18]=[C:17]([F:21])[CH:16]=1)#[N:2].